Task: Binary Classification. Given a drug SMILES string, predict its activity (active/inactive) in a high-throughput screening assay against a specified biological target.. Dataset: Choline transporter screen with 302,306 compounds (1) The result is 0 (inactive). The drug is O=C(N\N=C1/CCCc2c1cccc2)CCC(=O)Nc1ccc(OCC)cc1. (2) The compound is S(=O)(=O)(NCC(N1CCOCC1)c1cc2OCOc2cc1)c1ccccc1. The result is 0 (inactive).